This data is from Forward reaction prediction with 1.9M reactions from USPTO patents (1976-2016). The task is: Predict the product of the given reaction. (1) Given the reactants [C:1]([O:5][C:6]([N:8]1[CH2:13][CH:12]=[C:11]([C:14]2[NH:23][C:17]3[N:18]=[CH:19][N:20]=[C:21](Cl)[C:16]=3[CH:15]=2)[CH2:10][CH2:9]1)=[O:7])([CH3:4])([CH3:3])[CH3:2].C(OC([N:31]1[C:39]2[C:34](=[CH:35][C:36]([NH2:40])=[CH:37][CH:38]=2)[C:33]([O:41][CH3:42])=[N:32]1)=O)(C)(C)C.C(OC(OC(OC(C)(C)C)=O)=O)(C)(C)C.C(N(CC)C(C)C)(C)C.N.[OH-].[Na+].[NH4+].[Cl-], predict the reaction product. The product is: [C:1]([O:5][C:6]([N:8]1[CH2:13][CH:12]=[C:11]([C:14]2[NH:23][C:17]3[N:18]=[CH:19][N:20]=[C:21]([NH:40][C:36]4[CH:35]=[C:34]5[C:39](=[CH:38][CH:37]=4)[NH:31][N:32]=[C:33]5[O:41][CH3:42])[C:16]=3[CH:15]=2)[CH2:10][CH2:9]1)=[O:7])([CH3:4])([CH3:3])[CH3:2]. (2) Given the reactants [CH3:1][CH2:2][N:3]([CH2:6][C:7]#[C:8][CH2:9][O:10][C:11]([C:13]([OH:26])([CH:20]1[CH2:25][CH2:24][CH2:23][CH2:22][CH2:21]1)[C:14]1[CH:15]=[CH:16][CH:17]=[CH:18][CH:19]=1)=[O:12])[CH2:4][CH3:5].Cl.[CH2:28]1[C@@H:32]([C:33]([C:46]([NH2:48])=[O:47])([C:40]2[CH:45]=[CH:44][CH:43]=[CH:42][CH:41]=2)[C:34]2[CH:39]=[CH:38][CH:37]=[CH:36][CH:35]=2)[CH2:31][N:30]([CH2:49][CH2:50][C:51]2[CH:56]=[CH:55][C:54]3[O:57][CH2:58][CH2:59][C:53]=3[CH:52]=2)[CH2:29]1.Br.C(O)C1C=CC=CC=1, predict the reaction product. The product is: [CH3:1][CH2:2][N:3]([CH2:6][C:7]#[C:8][CH2:9][O:10][C:11]([C:13]([OH:26])([CH:20]1[CH2:21][CH2:22][CH2:23][CH2:24][CH2:25]1)[C:14]1[CH:15]=[CH:16][CH:17]=[CH:18][CH:19]=1)=[O:12])[CH2:4][CH3:5].[CH:43]1[CH:42]=[CH:41][C:40]([C:33]([C:46]([NH2:48])=[O:47])([C@H:32]2[CH2:31][N:30]([CH2:49][CH2:50][C:51]3[CH:56]=[CH:55][C:54]4[O:57][CH2:58][CH2:59][C:53]=4[CH:52]=3)[CH2:29][CH2:28]2)[C:34]2[CH:35]=[CH:36][CH:37]=[CH:38][CH:39]=2)=[CH:45][CH:44]=1. (3) Given the reactants [CH3:1][O:2][C:3]1[CH:4]=[C:5]([CH:21]2[CH2:26][CH2:25][N:24](C(OC(C)(C)C)=O)[CH2:23][CH2:22]2)[CH:6]=[CH:7][C:8]=1[N:9]([CH3:20])[C:10]1[N:15]=[CH:14][C:13]2[N:16]=[CH:17][N:18]([CH3:19])[C:12]=2[CH:11]=1.FC(F)(F)C(O)=O, predict the reaction product. The product is: [CH3:1][O:2][C:3]1[CH:4]=[C:5]([CH:21]2[CH2:26][CH2:25][NH:24][CH2:23][CH2:22]2)[CH:6]=[CH:7][C:8]=1[N:9]([CH3:20])[C:10]1[N:15]=[CH:14][C:13]2[N:16]=[CH:17][N:18]([CH3:19])[C:12]=2[CH:11]=1. (4) Given the reactants [Cl:1][C:2]1[CH:3]=[C:4]([CH:9]=[C:10]([CH3:17])[C:11]=1[NH:12][S:13]([CH3:16])(=[O:15])=[O:14])[C:5]([NH:7][OH:8])=[NH:6].[CH2:18](S(Cl)(=O)=O)C, predict the reaction product. The product is: [Cl:1][C:2]1[CH:3]=[C:4]([CH:9]=[C:10]([CH3:17])[C:11]=1[NH:12][S:13]([CH2:16][CH3:18])(=[O:15])=[O:14])[C:5]([NH:7][OH:8])=[NH:6]. (5) Given the reactants [C:1]([C:6]1[C:14]2[C:9](=[CH:10][C:11]([O:15][CH3:16])=[CH:12][CH:13]=2)[N:8]([CH2:17][C:18]([O:20]CC)=[O:19])[N:7]=1)(=[O:5])[CH:2]([CH3:4])[CH3:3].O.[OH-].[Na+], predict the reaction product. The product is: [C:1]([C:6]1[C:14]2[C:9](=[CH:10][C:11]([O:15][CH3:16])=[CH:12][CH:13]=2)[N:8]([CH2:17][C:18]([OH:20])=[O:19])[N:7]=1)(=[O:5])[CH:2]([CH3:4])[CH3:3]. (6) Given the reactants [F:1][C:2]1[CH:3]=[CH:4][C:5]([N+:15]([O-])=O)=[C:6]([CH:14]=1)[O:7][CH:8]1[CH2:13][CH2:12][O:11][CH2:10][CH2:9]1, predict the reaction product. The product is: [F:1][C:2]1[CH:3]=[CH:4][C:5]([NH2:15])=[C:6]([O:7][CH:8]2[CH2:13][CH2:12][O:11][CH2:10][CH2:9]2)[CH:14]=1. (7) Given the reactants [CH3:1][N:2]([CH3:17])[CH:3]1[CH2:7][CH2:6][N:5]([C:8]2[N:16]=[CH:15][CH:14]=[CH:13][C:9]=2[C:10]([OH:12])=O)[CH2:4]1.C1N=CN(C(N2C=NC=C2)=O)C=1.[NH2:30][C:31]1[CH:39]=[CH:38][CH:37]=[C:36]([CH3:40])[C:32]=1[C:33](O)=[O:34], predict the reaction product. The product is: [CH3:17][N:2]([CH3:1])[CH:3]1[CH2:7][CH2:6][N:5]([C:8]2[C:9]([C:10]3[O:12][C:33](=[O:34])[C:32]4[C:36]([CH3:40])=[CH:37][CH:38]=[CH:39][C:31]=4[N:30]=3)=[CH:13][CH:14]=[CH:15][N:16]=2)[CH2:4]1. (8) Given the reactants Br[C:2]1[N:3]=[CH:4][C:5]([NH:8][C:9](=[O:28])[C@@H:10]([C:17]2[CH:22]=[CH:21][C:20]([S:23]([CH3:26])(=[O:25])=[O:24])=[C:19]([CH3:27])[CH:18]=2)[CH2:11][CH:12]2[CH2:16][CH2:15][CH2:14][CH2:13]2)=[N:6][CH:7]=1.C(N(CC)C(C)C)(C)C.[C:38]([C:40]1([OH:46])[CH2:45][CH2:44][O:43][CH2:42][CH2:41]1)#[CH:39], predict the reaction product. The product is: [CH:12]1([CH2:11][C@H:10]([C:17]2[CH:22]=[CH:21][C:20]([S:23]([CH3:26])(=[O:25])=[O:24])=[C:19]([CH3:27])[CH:18]=2)[C:9]([NH:8][C:5]2[CH:4]=[N:3][C:2]([C:39]#[C:38][C:40]3([OH:46])[CH2:45][CH2:44][O:43][CH2:42][CH2:41]3)=[CH:7][N:6]=2)=[O:28])[CH2:16][CH2:15][CH2:14][CH2:13]1. (9) Given the reactants [CH3:1][O:2][C:3]1[CH:4]=[C:5]([NH2:18])[C:6](=[CH:11][C:12]=1[O:13][CH2:14][CH2:15][CH2:16][Cl:17])[C:7](OC)=[O:8].C([O-])([O-])OC.C([O-])(=O)C.[NH4+:28].[CH3:29]O, predict the reaction product. The product is: [CH3:1][O:2][C:3]1[CH:4]=[C:5]2[C:6]([C:7](=[O:8])[NH:28][CH:29]=[N:18]2)=[CH:11][C:12]=1[O:13][CH2:14][CH2:15][CH2:16][Cl:17]. (10) Given the reactants [OH:1][C:2]1[CH:10]=[CH:9][CH:8]=[C:7]2[C:3]=1[CH2:4][CH2:5][C:6]2=[O:11].[F:12][C:13]([F:26])([F:25])[S:14](O[S:14]([C:13]([F:26])([F:25])[F:12])(=[O:16])=[O:15])(=[O:16])=[O:15].O, predict the reaction product. The product is: [F:12][C:13]([F:26])([F:25])[S:14]([O:1][C:2]1[CH:10]=[CH:9][CH:8]=[C:7]2[C:3]=1[CH2:4][CH2:5][C:6]2=[O:11])(=[O:16])=[O:15].